Dataset: Forward reaction prediction with 1.9M reactions from USPTO patents (1976-2016). Task: Predict the product of the given reaction. (1) Given the reactants COC(=O)C1C=CC(C#C[C:12]2[CH:13]=[C:14]([CH:26]3[CH2:28]C3)[C:15]3O[C:19]4(CC4)[CH2:18][C:17]([CH3:24])([CH3:23])[C:16]=3[CH:25]=2)=CC=1F.[CH2:31]([O:33][C:34](=[O:42])[C:35]1[CH:40]=[CH:39][C:38](I)=[CH:37][CH:36]=1)[CH3:32].C([N:45]([CH2:48][CH3:49])CC)C.[C:50](OCC)(=O)C, predict the reaction product. The product is: [CH2:31]([O:33][C:34](=[O:42])[C:35]1[CH:40]=[CH:39][C:38]([C:28]#[C:26][C:14]2[CH:15]=[C:16]3[C:25](=[CH:12][CH:13]=2)[N:45]([CH:48]2[CH2:49][CH2:50]2)[CH2:19][CH2:18][C:17]3([CH3:23])[CH3:24])=[CH:37][CH:36]=1)[CH3:32]. (2) Given the reactants Br[C:2]1[CH:7]=[C:6]([CH3:8])[CH:5]=[CH:4][N:3]=1.CCCCCC.C([Li])CCC.[CH3:20][C:21]1[CH:22]=[C:23]([O:26][C:27]=1[CH3:28])[CH:24]=[O:25], predict the reaction product. The product is: [CH3:20][C:21]1[CH:22]=[C:23]([CH:24]([C:2]2[CH:7]=[C:6]([CH3:8])[CH:5]=[CH:4][N:3]=2)[OH:25])[O:26][C:27]=1[CH3:28].